From a dataset of Full USPTO retrosynthesis dataset with 1.9M reactions from patents (1976-2016). Predict the reactants needed to synthesize the given product. (1) The reactants are: O=C1C2(CCN(C(OC(C)(C)C)=O)CC2)C2C(=CC([B:23]3[O:27][C:26]([CH3:29])([CH3:28])[C:25]([CH3:31])([CH3:30])[O:24]3)=CC=2)N1.Br[C:33]1[CH:41]=[C:40]2[C:36]([C:37]([F:52])([F:51])[C:38](=[O:50])[N:39]2[CH2:42][O:43][CH2:44][CH2:45][Si:46]([CH3:49])([CH3:48])[CH3:47])=[CH:35][CH:34]=1. Given the product [F:51][C:37]1([F:52])[C:36]2[C:40](=[CH:41][C:33]([B:23]3[O:27][C:26]([CH3:29])([CH3:28])[C:25]([CH3:31])([CH3:30])[O:24]3)=[CH:34][CH:35]=2)[N:39]([CH2:42][O:43][CH2:44][CH2:45][Si:46]([CH3:49])([CH3:48])[CH3:47])[C:38]1=[O:50], predict the reactants needed to synthesize it. (2) The reactants are: C1(P(C2CCCCC2)C2C=CC=CC=2C2C(C(C)C)=CC(C(C)C)=CC=2C(C)C)CCCCC1.N#N.Cl[C:38]1[N:46]=[C:45]2[C:41]([N:42]([CH2:47][C:48]3[S:49][C:50]([C:53]([F:56])([F:55])[F:54])=[CH:51][CH:52]=3)[CH:43]=[N:44]2)=[C:40]([NH:57][C@@H:58]([CH:60]2[CH2:63][CH2:62][CH2:61]2)[CH3:59])[N:39]=1.[CH3:64][N:65](C)C(=O)C. Given the product [CH:60]1([C@H:58]([NH:57][C:40]2[N:39]=[C:38]([C:64]#[N:65])[N:46]=[C:45]3[C:41]=2[N:42]([CH2:47][C:48]2[S:49][C:50]([C:53]([F:54])([F:56])[F:55])=[CH:51][CH:52]=2)[CH:43]=[N:44]3)[CH3:59])[CH2:63][CH2:62][CH2:61]1, predict the reactants needed to synthesize it. (3) Given the product [NH2:25][C:23]1[CH:22]=[CH:21][C:3]([O:4][C:5]2[CH:10]=[CH:9][N:8]=[C:7]([NH:11][C:12]([N:14]3[CH2:15][CH2:16][N:17]([CH3:20])[CH2:18][CH2:19]3)=[O:13])[CH:6]=2)=[C:2]([F:1])[CH:24]=1, predict the reactants needed to synthesize it. The reactants are: [F:1][C:2]1[CH:24]=[C:23]([N+:25]([O-])=O)[CH:22]=[CH:21][C:3]=1[O:4][C:5]1[CH:10]=[CH:9][N:8]=[C:7]([NH:11][C:12]([N:14]2[CH2:19][CH2:18][N:17]([CH3:20])[CH2:16][CH2:15]2)=[O:13])[CH:6]=1. (4) Given the product [F:32][C:30]([F:33])([F:31])[C:26]1[CH:25]=[C:24]([O:23][C:20]2[CH:19]=[CH:18][C:17]([NH:16][C:11]3[N:12]=[C:13]([NH2:15])[N:14]=[C:9]([C:3]4[CH:4]=[N:34][CH:35]=[N:36][CH:2]=4)[CH:10]=3)=[CH:22][CH:21]=2)[CH:29]=[CH:28][N:27]=1, predict the reactants needed to synthesize it. The reactants are: C[C:2]1C=CC=[C:4](C)[C:3]=1[C:9]1[N:14]=[C:13]([NH2:15])[N:12]=[C:11]([NH:16][C:17]2[CH:22]=[CH:21][C:20]([O:23][C:24]3[CH:29]=[CH:28][N:27]=[C:26]([C:30]([F:33])([F:32])[F:31])[CH:25]=3)=[CH:19][CH:18]=2)[CH:10]=1.[N:34]1C=C(B(O)O)C=[N:36][CH:35]=1.C(=O)([O-])[O-].[Na+].[Na+]. (5) Given the product [Br:1][C:2]1[CH:3]=[CH:4][C:5]2[C:6]3[CH2:14][N:13]([C:15]([O:17][C:18]([CH3:21])([CH3:20])[CH3:19])=[O:16])[CH:12]([CH3:22])[CH2:11][C:7]=3[N:8]([CH3:25])[C:9]=2[CH:10]=1, predict the reactants needed to synthesize it. The reactants are: [Br:1][C:2]1[CH:3]=[CH:4][C:5]2[C:6]3[CH2:14][N:13]([C:15]([O:17][C:18]([CH3:21])([CH3:20])[CH3:19])=[O:16])[CH:12]([CH3:22])[CH2:11][C:7]=3[NH:8][C:9]=2[CH:10]=1.[H-].[Na+].[CH3:25]I.O.